Dataset: Full USPTO retrosynthesis dataset with 1.9M reactions from patents (1976-2016). Task: Predict the reactants needed to synthesize the given product. (1) Given the product [CH3:63][O:62][C:60]([C:54]1[C:53]2[C:57](=[CH:58][CH:59]=[C:51]([NH:50][C:47]([CH:43]3[S:44][CH2:45][CH2:46][N:41]([C:39]([O:38][C:34]([CH3:35])([CH3:36])[CH3:37])=[O:40])[CH2:42]3)=[O:49])[CH:52]=2)[NH:56][N:55]=1)=[O:61], predict the reactants needed to synthesize it. The reactants are: F[P-](F)(F)(F)(F)F.N1(OC(N(C)C)=[N+](C)C)C2N=CC=CC=2N=N1.C(N(C(C)C)CC)(C)C.[C:34]([O:38][C:39]([N:41]1[CH2:46][CH2:45][S:44][CH:43]([C:47]([OH:49])=O)[CH2:42]1)=[O:40])([CH3:37])([CH3:36])[CH3:35].[NH2:50][C:51]1[CH:52]=[C:53]2[C:57](=[CH:58][CH:59]=1)[NH:56][N:55]=[C:54]2[C:60]([O:62][CH3:63])=[O:61]. (2) Given the product [Br:1][C:2]1[CH:3]=[N:4][C:5]([NH:10][CH3:9])=[N:6][CH:7]=1, predict the reactants needed to synthesize it. The reactants are: [Br:1][C:2]1[CH:3]=[N:4][C:5](Cl)=[N:6][CH:7]=1.[CH3:9][NH2:10]. (3) Given the product [CH2:1]([O:8][C:9]1[CH:14]=[CH:13][N:12]=[C:11]([NH:21][NH2:22])[C:10]=1[C:16]([F:19])([F:18])[F:17])[C:2]1[CH:7]=[CH:6][CH:5]=[CH:4][CH:3]=1, predict the reactants needed to synthesize it. The reactants are: [CH2:1]([O:8][C:9]1[CH:14]=[CH:13][N:12]=[C:11](Cl)[C:10]=1[C:16]([F:19])([F:18])[F:17])[C:2]1[CH:7]=[CH:6][CH:5]=[CH:4][CH:3]=1.O.[NH2:21][NH2:22]. (4) Given the product [Cl:1][C:2]1[CH:3]=[C:4]([C:12]2([C:36]([F:37])([F:38])[F:39])[O:16][N:15]=[C:14]([C:17]3[CH:22]=[CH:21][C:20]([C:23]([N:25]4[CH2:29][C:28](=[O:30])[N:27]([CH2:48][CH2:47][C:46]([F:51])([F:50])[F:45])[CH2:26]4)=[O:24])=[C:19]([CH2:31][C:32]([F:33])([F:35])[F:34])[CH:18]=3)[CH2:13]2)[CH:5]=[C:6]([C:8]([F:11])([F:10])[F:9])[CH:7]=1, predict the reactants needed to synthesize it. The reactants are: [Cl:1][C:2]1[CH:3]=[C:4]([C:12]2([C:36]([F:39])([F:38])[F:37])[O:16][N:15]=[C:14]([C:17]3[CH:22]=[CH:21][C:20]([C:23]([N:25]4[CH2:29][C:28](=[O:30])[NH:27][CH2:26]4)=[O:24])=[C:19]([CH2:31][C:32]([F:35])([F:34])[F:33])[CH:18]=3)[CH2:13]2)[CH:5]=[C:6]([C:8]([F:11])([F:10])[F:9])[CH:7]=1.CN(C)C=O.[F:45][C:46]([F:51])([F:50])[CH2:47][CH2:48]I.C([O-])([O-])=O.[Cs+].[Cs+]. (5) Given the product [CH3:16][S:17]([NH:13][C:12](=[O:14])[C@@H:8]([NH:7][C:6](=[O:15])[O:5][C:1]([CH3:4])([CH3:2])[CH3:3])[CH2:9][C:10]#[CH:11])(=[O:19])=[O:18], predict the reactants needed to synthesize it. The reactants are: [C:1]([O:5][C:6](=[O:15])[NH:7][C@H:8]([C:12](=[O:14])[NH2:13])[CH2:9][C:10]#[CH:11])([CH3:4])([CH3:3])[CH3:2].[CH3:16][S:17](O)(=[O:19])=[O:18].CCN=C=NCCCN(C)C. (6) Given the product [Cl:10][C:11]1[N:12]=[CH:13][N:14]=[C:15]([S:25][CH2:21][C:22]([O:24][CH3:1])=[O:23])[C:16]=1[CH:17]=[O:18], predict the reactants needed to synthesize it. The reactants are: [CH3:1]CN(C(C)C)C(C)C.[Cl:10][C:11]1[C:16]([CH:17]=[O:18])=[C:15](Cl)[N:14]=[CH:13][N:12]=1.C[CH:21]([SH:25])[C:22]([O-:24])=[O:23]. (7) Given the product [CH2:1]([S:3][CH2:4][CH:5]([C:7]1[NH:8][C:9]2[C:14]([CH:15]=1)=[CH:13][C:12]([N+:16]([O-:18])=[O:17])=[C:11]([C:19]([F:22])([F:20])[F:21])[CH:10]=2)[OH:6])[CH3:2], predict the reactants needed to synthesize it. The reactants are: [CH2:1]([S:3][CH2:4][CH:5]([C:7]1[N:8](S(C)(=O)=O)[C:9]2[C:14]([CH:15]=1)=[CH:13][C:12]([N+:16]([O-:18])=[O:17])=[C:11]([C:19]([F:22])([F:21])[F:20])[CH:10]=2)[OH:6])[CH3:2].[OH-].[Na+].